Predict the reactants needed to synthesize the given product. From a dataset of Full USPTO retrosynthesis dataset with 1.9M reactions from patents (1976-2016). (1) Given the product [Cl:1][C:2]1[CH:17]=[CH:16][C:5]([C:6]([NH:8][CH2:9][CH:10]2[CH2:15][CH2:14]2)=[O:7])=[CH:4][N:3]=1, predict the reactants needed to synthesize it. The reactants are: [Cl:1][C:2]1[CH:17]=[CH:16][C:5]([C:6]([NH:8][CH2:9][CH:10]2[CH2:15][CH2:14]CCC2)=[O:7])=[CH:4][N:3]=1.C1(CN)CC1. (2) Given the product [Br:1][C:2]1[CH:10]=[CH:9][C:5]([C:6]([N:26]2[CH2:16][CH2:17][N:12]([CH3:11])[CH2:13][CH2:14]2)=[O:7])=[CH:4][CH:3]=1, predict the reactants needed to synthesize it. The reactants are: [Br:1][C:2]1[CH:10]=[CH:9][C:5]([C:6](Cl)=[O:7])=[CH:4][CH:3]=1.[CH3:11][N:12]1[CH2:17][CH2:16]C[CH2:14][CH2:13]1.C(=O)([O-])[O-].[K+].[K+].C([N:26](CC)CC)C. (3) Given the product [CH3:1][O:2][C:3](=[O:28])[CH2:4][CH:5]1[CH2:6][CH2:7][CH:8]([C:11]2[CH:16]=[CH:15][C:14]([C:17]3[C:22]([O:23][CH3:24])=[CH:21][C:20]([NH2:25])=[CH:19][N:18]=3)=[CH:13][CH:12]=2)[CH2:9][CH2:10]1, predict the reactants needed to synthesize it. The reactants are: [CH3:1][O:2][C:3](=[O:28])[CH2:4][CH:5]1[CH2:10][CH2:9][CH:8]([C:11]2[CH:16]=[CH:15][C:14]([C:17]3[C:22]([O:23][CH3:24])=[CH:21][C:20]([N+:25]([O-])=O)=[CH:19][N:18]=3)=[CH:13][CH:12]=2)[CH2:7][CH2:6]1. (4) The reactants are: [NH2:1][C:2]1[C:11]2[C:6](=[CH:7][C:8]([CH2:12][N:13]3[CH2:18][CH:17]([CH3:19])[NH:16][C@@H:15]([CH3:20])[C:14]3=[O:21])=[CH:9][CH:10]=2)[N:5]=[CH:4][N:3]=1.C(=O)([O-])[O-].[K+].[K+].Br[CH2:29][C:30]1[S:34][C:33]2[CH:35]=[C:36]([Cl:39])[CH:37]=[CH:38][C:32]=2[CH:31]=1. Given the product [NH2:1][C:2]1[C:11]2[C:6](=[CH:7][C:8]([CH2:12][N:13]3[CH2:18][CH:17]([CH3:19])[N:16]([CH2:29][C:30]4[S:34][C:33]5[CH:35]=[C:36]([Cl:39])[CH:37]=[CH:38][C:32]=5[CH:31]=4)[C@@H:15]([CH3:20])[C:14]3=[O:21])=[CH:9][CH:10]=2)[N:5]=[CH:4][N:3]=1, predict the reactants needed to synthesize it. (5) Given the product [CH2:1]([C@H:8]1[N:13]([C:14]([C:16]2[N:17]=[CH:18][N:19]([CH:27]3[CH2:34][CH2:33][CH2:32][CH2:31][C:28]3([OH:30])[CH2:29][NH:48][CH2:47][CH2:46][S:43]([CH3:42])(=[O:45])=[O:44])[C:20]=2[C:21]2[CH:26]=[CH:25][CH:24]=[CH:23][CH:22]=2)=[O:15])[CH2:12][CH2:11][N:10]([C:35]([O:37][C:38]([CH3:41])([CH3:40])[CH3:39])=[O:36])[CH2:9]1)[C:2]1[CH:7]=[CH:6][CH:5]=[CH:4][CH:3]=1, predict the reactants needed to synthesize it. The reactants are: [CH2:1]([C@H:8]1[N:13]([C:14]([C:16]2[N:17]=[CH:18][N:19]([CH:27]3[CH2:34][CH2:33][CH2:32][CH2:31][C:28]43[O:30][CH2:29]4)[C:20]=2[C:21]2[CH:26]=[CH:25][CH:24]=[CH:23][CH:22]=2)=[O:15])[CH2:12][CH2:11][N:10]([C:35]([O:37][C:38]([CH3:41])([CH3:40])[CH3:39])=[O:36])[CH2:9]1)[C:2]1[CH:7]=[CH:6][CH:5]=[CH:4][CH:3]=1.[CH3:42][S:43]([CH2:46][CH2:47][NH2:48])(=[O:45])=[O:44].Cl([O-])(=O)(=O)=O.[Li+].